Dataset: Forward reaction prediction with 1.9M reactions from USPTO patents (1976-2016). Task: Predict the product of the given reaction. (1) Given the reactants OCCCCCCCCN[C:11]([C:13]1[CH:14]=[C:15]([S:19]([C:22]2[CH:23]=[C:24]3[C:29](=[C:30]([CH3:32])[CH:31]=2)[N:28]=[CH:27][C:26]([C:33]([NH2:35])=[O:34])=[C:25]3[NH:36][C:37]2[CH:42]=[CH:41][CH:40]=[C:39]([O:43][CH3:44])[CH:38]=2)(=[O:21])=[O:20])[CH:16]=[CH:17][CH:18]=1)=[O:12].[NH2:45][C:46]1[CH:51]=[CH:50][C:49]([C:52]2[CH:57]=[CH:56][C:55]([CH2:58][OH:59])=[CH:54][CH:53]=2)=[CH:48][CH:47]=1, predict the reaction product. The product is: [OH:59][CH2:58][C:55]1[CH:56]=[CH:57][C:52]([C:49]2[CH:48]=[CH:47][C:46]([NH:45][C:11]([C:13]3[CH:14]=[C:15]([S:19]([C:22]4[CH:23]=[C:24]5[C:29](=[C:30]([CH3:32])[CH:31]=4)[N:28]=[CH:27][C:26]([C:33]([NH2:35])=[O:34])=[C:25]5[NH:36][C:37]4[CH:42]=[CH:41][CH:40]=[C:39]([O:43][CH3:44])[CH:38]=4)(=[O:20])=[O:21])[CH:16]=[CH:17][CH:18]=3)=[O:12])=[CH:51][CH:50]=2)=[CH:53][CH:54]=1. (2) Given the reactants [CH2:1]([CH:3]([CH2:7][CH2:8][CH2:9][CH3:10])[C:4]([O-:15])=[O:5])[CH3:2].C(C(CCCC)C([O-])=[O:15])C.[CH2:1]([CH:3]([CH2:7][CH2:8][CH2:9][CH3:10])[C:4]([O-])=[O:5])[CH3:2].C([Sn+3])CCC.[Sn], predict the reaction product. The product is: [CH2:1]1[CH:3]([CH2:4][OH:5])[CH2:7][CH2:8][CH:9]([CH2:10][OH:15])[CH2:2]1. (3) Given the reactants [Cl:1][C:2]1[C:3]([F:23])=[C:4]([CH:20]=[CH:21][CH:22]=1)[NH:5][C:6]1[C:15]2[C:10](=[CH:11][C:12]([O:18][CH3:19])=[C:13]([CH:16]=O)[CH:14]=2)[N:9]=[CH:8][N:7]=1.[CH2:24]([NH:28][CH2:29][C:30]([OH:32])=[O:31])[CH2:25][CH2:26][CH3:27], predict the reaction product. The product is: [CH2:24]([N:28]([CH2:16][C:13]1[CH:14]=[C:15]2[C:10](=[CH:11][C:12]=1[O:18][CH3:19])[N:9]=[CH:8][N:7]=[C:6]2[NH:5][C:4]1[CH:20]=[CH:21][CH:22]=[C:2]([Cl:1])[C:3]=1[F:23])[CH2:29][C:30]([OH:32])=[O:31])[CH2:25][CH2:26][CH3:27]. (4) Given the reactants [O:1]=[S:2]1(=[O:31])[N:6]([CH2:7][CH:8]2[O:13][CH2:12][CH2:11][N:10](C(OC(C)(C)C)=O)[CH2:9]2)[C:5]2[CH:21]=[CH:22][CH:23]=[CH:24][C:4]=2[N:3]1[C:25]1[CH:30]=[CH:29][CH:28]=[CH:27][CH:26]=1.[ClH:32], predict the reaction product. The product is: [ClH:32].[NH:10]1[CH2:11][CH2:12][O:13][CH:8]([CH2:7][N:6]2[C:5]3[CH:21]=[CH:22][CH:23]=[CH:24][C:4]=3[N:3]([C:25]3[CH:26]=[CH:27][CH:28]=[CH:29][CH:30]=3)[S:2]2(=[O:31])=[O:1])[CH2:9]1. (5) Given the reactants C(OC([NH:8][CH:9]([CH2:15][CH3:16])[CH:10]([OH:14])[C:11]([OH:13])=O)=O)(C)(C)C.C(Cl)CCl.C1C=CC2N(O)N=NC=2C=1.O[NH:32][C:33](=[NH:40])[C:34]1[CH:39]=[CH:38][CH:37]=[CH:36][CH:35]=1.CN1CCOCC1.C1C2C(C3ON=C(N)N=3)CN(C2)C1.C(O)(C(F)(F)F)=O, predict the reaction product. The product is: [NH2:8][C@@H:9]([CH2:15][CH3:16])[C:10]([C:11]1[O:13][N:40]=[C:33]([C:34]2[CH:39]=[CH:38][CH:37]=[CH:36][CH:35]=2)[N:32]=1)=[O:14]. (6) Given the reactants [CH3:1][O:2][CH2:3][C:4]1([CH2:17][OH:18])[C:16]2[CH:15]=[CH:14][CH:13]=[CH:12][C:11]=2[C:10]2[C:5]1=[CH:6][CH:7]=[CH:8][CH:9]=2.C(N(CC)CC)C.[CH3:26][Si:27](Cl)([CH3:29])[CH3:28], predict the reaction product. The product is: [CH3:1][O:2][CH2:3][C:4]1([CH2:17][O:18][Si:27]([CH3:29])([CH3:28])[CH3:26])[C:16]2[CH:15]=[CH:14][CH:13]=[CH:12][C:11]=2[C:10]2[C:5]1=[CH:6][CH:7]=[CH:8][CH:9]=2. (7) Given the reactants [NH2:1][C:2]1[CH:7]=[C:6]([N+:8]([O-:10])=[O:9])[CH:5]=[CH:4][C:3]=1[OH:11].C([O-])([O-])=O.[K+].[K+].Cl[CH2:19][C:20](Cl)=[O:21], predict the reaction product. The product is: [N+:8]([C:6]1[CH:5]=[CH:4][C:3]2[O:11][CH2:19][C:20](=[O:21])[NH:1][C:2]=2[CH:7]=1)([O-:10])=[O:9]. (8) Given the reactants FC(F)(F)C(O)=O.[CH3:8][C:9]1([CH3:28])[CH2:14][NH:13][CH2:12][CH2:11][N:10]1[C:15]([C:17]1[N:21]=[CH:20][N:19]([C:22]2[CH:27]=[CH:26][CH:25]=[CH:24][CH:23]=2)[N:18]=1)=[O:16].[CH3:29][NH:30][C:31]1[CH:32]=[C:33]([CH:37]=[CH:38][C:39]=1[N+:40]([O-:42])=[O:41])[C:34](O)=[O:35].CN(C(ON1N=NC2C=CC=CC1=2)=[N+](C)C)C.[B-](F)(F)(F)F.CCN(C(C)C)C(C)C, predict the reaction product. The product is: [CH3:8][C:9]1([CH3:28])[CH2:14][N:13]([C:34](=[O:35])[C:33]2[CH:37]=[CH:38][C:39]([N+:40]([O-:42])=[O:41])=[C:31]([NH:30][CH3:29])[CH:32]=2)[CH2:12][CH2:11][N:10]1[C:15]([C:17]1[N:21]=[CH:20][N:19]([C:22]2[CH:27]=[CH:26][CH:25]=[CH:24][CH:23]=2)[N:18]=1)=[O:16]. (9) Given the reactants [F:1][C:2]1[CH:3]=[C:4]([CH2:19][OH:20])[CH:5]=[CH:6][C:7]=1[O:8][C:9]1[CH:14]=[CH:13][CH:12]=[C:11]([C:15]([F:18])([F:17])[F:16])[CH:10]=1.Cl[C:22]1[CH:32]=[C:26]2[N:27]([CH3:31])[CH2:28][CH2:29][CH2:30][N:25]2[C:24](=[O:33])[N:23]=1, predict the reaction product. The product is: [F:1][C:2]1[CH:3]=[C:4]([CH:5]=[CH:6][C:7]=1[O:8][C:9]1[CH:14]=[CH:13][CH:12]=[C:11]([C:15]([F:17])([F:18])[F:16])[CH:10]=1)[CH2:19][O:20][C:22]1[CH:32]=[C:26]2[N:27]([CH3:31])[CH2:28][CH2:29][CH2:30][N:25]2[C:24](=[O:33])[N:23]=1.